Dataset: Full USPTO retrosynthesis dataset with 1.9M reactions from patents (1976-2016). Task: Predict the reactants needed to synthesize the given product. (1) Given the product [Cl:15][C:4]1[C:5]([N+:9]([O-:11])=[O:10])=[C:6]([CH3:8])[CH:7]=[C:2]([Cl:1])[N:3]=1, predict the reactants needed to synthesize it. The reactants are: [Cl:1][C:2]1[CH:7]=[C:6]([CH3:8])[C:5]([N+:9]([O-:11])=[O:10])=[CH:4][N+:3]=1[O-].O=P(Cl)(Cl)[Cl:15]. (2) Given the product [C:20]([O:19][C:17]([NH:16][C@H:12]([C:13]([NH:85][C@H:81]([C:82]([OH:84])=[O:83])[CH2:80][S:79][CH2:78]/[CH:77]=[C:76](\[CH3:86])/[CH2:75][CH2:74]/[CH:73]=[C:72](\[CH3:87])/[CH2:71][CH2:70][CH:69]=[C:68]([CH3:88])[CH3:67])=[O:15])[CH2:11][CH2:10][C:9]([OH:8])=[O:24])=[O:18])([CH3:21])([CH3:22])[CH3:23], predict the reactants needed to synthesize it. The reactants are: C([O:8][C:9](=[O:24])[CH2:10][CH2:11][C@H:12]([NH:16][C:17]([O:19][C:20]([CH3:23])([CH3:22])[CH3:21])=[O:18])[C:13]([OH:15])=O)C1C=CC=CC=1.F[P-](F)(F)(F)(F)F.N1(O[P+](N2CCCC2)(N2CCCC2)N2CCCC2)C2C=CC=CC=2N=N1.C(N(CC)C(C)C)(C)C.[CH3:67][C:68]([CH3:88])=[CH:69][CH2:70][CH2:71]/[C:72](/[CH3:87])=[CH:73]/[CH2:74][CH2:75]/[C:76](/[CH3:86])=[CH:77]/[CH2:78][S:79][CH2:80][C@H:81]([NH2:85])[C:82]([OH:84])=[O:83].[OH-].[Na+].